Dataset: Forward reaction prediction with 1.9M reactions from USPTO patents (1976-2016). Task: Predict the product of the given reaction. (1) Given the reactants [CH2:1]([N:8]1[C:16]2[C:11](=[CH:12][C:13]([NH2:17])=[CH:14][CH:15]=2)[CH:10]=[N:9]1)[C:2]1[CH:7]=[CH:6][CH:5]=[CH:4][CH:3]=1.Cl[C:19]1[C:20]2[CH:27]=[C:26]([C:28]#[CH:29])[S:25][C:21]=2[N:22]=[CH:23][N:24]=1.FC1C2C=C(C#C)SC=2N=CN=1, predict the reaction product. The product is: [CH2:1]([N:8]1[C:16]2[C:11](=[CH:12][C:13]([NH:17][C:19]3[C:20]4[CH:27]=[C:26]([C:28]#[CH:29])[S:25][C:21]=4[N:22]=[CH:23][N:24]=3)=[CH:14][CH:15]=2)[CH:10]=[N:9]1)[C:2]1[CH:3]=[CH:4][CH:5]=[CH:6][CH:7]=1. (2) Given the reactants [CH3:1][O:2][C:3]([C:5]1[CH:10]=[CH:9][C:8]([C:11]2[C:12]([CH3:49])([CH3:48])[C@H:13]3[C@:26]([CH3:29])([CH2:27][CH:28]=2)[C@@H:25]2[C@:16]([CH3:47])([C@@:17]4([CH3:46])[C@H:22]([CH2:23][CH2:24]2)[C@H:21]2[C@H:30]([C:33]([CH3:35])=[CH2:34])[CH2:31][CH2:32][C@:20]2([C:36]([O:38][Si:39]([C:42]([CH3:45])([CH3:44])[CH3:43])([CH3:41])[CH3:40])=[O:37])[CH2:19][CH2:18]4)[CH2:15][CH2:14]3)=[CH:7][CH:6]=1)=[O:4].C1C(=O)N([Br:57])C(=O)C1, predict the reaction product. The product is: [Br:57][CH2:34][C:33]([C@H:30]1[C@@H:21]2[C@@H:22]3[C@@:17]([CH3:46])([CH2:18][CH2:19][C@@:20]2([C:36]([O:38][Si:39]([C:42]([CH3:45])([CH3:44])[CH3:43])([CH3:40])[CH3:41])=[O:37])[CH2:32][CH2:31]1)[C@@:16]1([CH3:47])[C@@H:25]([C@:26]2([CH3:29])[C@@H:13]([CH2:14][CH2:15]1)[C:12]([CH3:49])([CH3:48])[C:11]([C:8]1[CH:7]=[CH:6][C:5]([C:3]([O:2][CH3:1])=[O:4])=[CH:10][CH:9]=1)=[CH:28][CH2:27]2)[CH2:24][CH2:23]3)=[CH2:35]. (3) Given the reactants [Cl-].ClC1N(C)CC[NH+]1C.[NH2:10][C:11]1[CH:12]=[CH:13][C:14]([O:17][CH3:18])=[N:15][CH:16]=1.C(N(CC)CC)C.[CH3:26][O:27][C:28]1[C:29](=[O:52])[C:30]([CH3:51])=[C:31]([CH2:37][C:38]2[CH:46]=[CH:45][C:41]([C:42](O)=[O:43])=[C:40]([O:47][C:48](=[O:50])[CH3:49])[CH:39]=2)[C:32](=[O:36])[C:33]=1[O:34][CH3:35], predict the reaction product. The product is: [CH3:18][O:17][C:14]1[N:15]=[CH:16][C:11]([NH:10][C:42](=[O:43])[C:41]2[CH:45]=[CH:46][C:38]([CH2:37][C:31]3[C:32](=[O:36])[C:33]([O:34][CH3:35])=[C:28]([O:27][CH3:26])[C:29](=[O:52])[C:30]=3[CH3:51])=[CH:39][C:40]=2[O:47][C:48](=[O:50])[CH3:49])=[CH:12][CH:13]=1. (4) Given the reactants [NH2:1][C:2](=[O:16])[CH:3]([CH3:15])[O:4][C:5]1[C:9]([Br:10])=[CH:8][S:7][C:6]=1[C:11]([O:13]C)=[O:12].CO.C(=O)([O-])[O-].[K+].[K+], predict the reaction product. The product is: [NH2:1][C:2](=[O:16])[CH:3]([CH3:15])[O:4][C:5]1[C:9]([Br:10])=[CH:8][S:7][C:6]=1[C:11]([OH:13])=[O:12].